This data is from Reaction yield outcomes from USPTO patents with 853,638 reactions. The task is: Predict the reaction yield, written as a fraction of the theoretical maximum amount of product (1.0 means a 100% yield; for example, 0.34 means a 34% yield). (1) The catalyst is CN(C=O)C.CCOCC. The yield is 0.920. The reactants are [CH3:1][C:2]1[CH:7]=[C:6]([CH3:8])[CH:5]=[CH:4][C:3]=1[NH:9][CH2:10][C@@H:11]([NH:14]S(C1C=CC=CC=1[N+]([O-])=O)(=O)=O)[CH2:12][CH3:13].C([O-])([O-])=O.[K+].[K+].C1(S)C=CC=CC=1.Cl. The product is [CH3:1][C:2]1[CH:7]=[C:6]([CH3:8])[CH:5]=[CH:4][C:3]=1[NH:9][CH2:10][C@@H:11]([NH2:14])[CH2:12][CH3:13]. (2) The reactants are [CH3:1][C:2]1[N:3]=[CH:4][S:5][C:6]=1[CH2:7][CH2:8][OH:9].[H-].[Na+].[CH2:12](Br)[C:13]1[CH:18]=[CH:17][CH:16]=[CH:15][CH:14]=1. The catalyst is O1CCCC1.[Br-].C([N+](CCCC)(CCCC)CCCC)CCC. The product is [CH3:1][C:2]1[N:3]=[CH:4][S:5][C:6]=1[CH2:7][CH2:8][O:9][CH2:12][C:13]1[CH:18]=[CH:17][CH:16]=[CH:15][CH:14]=1. The yield is 0.930. (3) The reactants are [CH3:1][C:2]1[CH:3]=[C:4]2[C:8](=[CH:9][CH:10]=1)[NH:7][C:6](=[O:11])[C:5]2=O.O.NN.Cl. The catalyst is C(OCC)(=O)C.CCCCCC. The product is [CH3:1][C:2]1[CH:3]=[C:4]2[C:8](=[CH:9][CH:10]=1)[NH:7][C:6](=[O:11])[CH2:5]2. The yield is 0.470.